Dataset: Reaction yield outcomes from USPTO patents with 853,638 reactions. Task: Predict the reaction yield, written as a fraction of the theoretical maximum amount of product (1.0 means a 100% yield; for example, 0.34 means a 34% yield). (1) The reactants are [F:1][C:2]1[CH:7]=[CH:6][C:5]([C:8]2[N:12]=[N:11][N:10]([CH3:13])[C:9]=2[CH2:14][OH:15])=[CH:4][CH:3]=1.[CH3:16][O:17][C:18]([C:20]1[N:21]([CH3:26])[N:22]=[C:23](O)[CH:24]=1)=[O:19].C1(P(C2C=CC=CC=2)C2C=CC=CC=2)C=CC=CC=1.N(C(OCC)=O)=NC(OCC)=O. The catalyst is C1COCC1. The product is [F:1][C:2]1[CH:3]=[CH:4][C:5]([C:8]2[N:12]=[N:11][N:10]([CH3:13])[C:9]=2[CH2:14][O:15][C:23]2[CH:24]=[C:20]([C:18]([O:17][CH3:16])=[O:19])[N:21]([CH3:26])[N:22]=2)=[CH:6][CH:7]=1. The yield is 1.00. (2) The reactants are O=[C:2]1[O:7][C:6]([C:8]2[CH:13]=[CH:12][CH:11]=[CH:10][C:9]=2[O:14]C(=O)C)=[N:5][C:4]2[CH:18]=[CH:19][CH:20]=[CH:21][C:3]1=2.[Cl:22][C:23]1[CH:28]=[CH:27][CH:26]=[CH:25][C:24]=1[CH2:29][CH2:30][NH2:31]. No catalyst specified. The product is [Cl:22][C:23]1[CH:28]=[CH:27][CH:26]=[CH:25][C:24]=1[CH2:29][CH2:30][N:31]1[C:2](=[O:7])[C:3]2[C:4](=[CH:18][CH:19]=[CH:20][CH:21]=2)[N:5]=[C:6]1[C:8]1[CH:13]=[CH:12][CH:11]=[CH:10][C:9]=1[OH:14]. The yield is 0.800. (3) The reactants are [Cl-].O[NH3+:3].[C:4](=[O:7])([O-])[OH:5].[Na+].CS(C)=O.[CH2:13]([C:17]1[N:18]=[C:19]([CH3:44])[N:20]([C:39]2[CH:43]=[CH:42][O:41][CH:40]=2)[C:21](=[O:38])[C:22]=1[CH2:23][C:24]1[CH:29]=[CH:28][C:27]([C:30]2[C:31]([C:36]#[N:37])=[CH:32][CH:33]=[CH:34][CH:35]=2)=[CH:26][CH:25]=1)[CH2:14][CH2:15][CH3:16]. The yield is 0.460. The product is [CH2:13]([C:17]1[N:18]=[C:19]([CH3:44])[N:20]([C:39]2[CH:43]=[CH:42][O:41][CH:40]=2)[C:21](=[O:38])[C:22]=1[CH2:23][C:24]1[CH:25]=[CH:26][C:27]([C:30]2[CH:35]=[CH:34][CH:33]=[CH:32][C:31]=2[C:36]2[NH:3][C:4](=[O:7])[O:5][N:37]=2)=[CH:28][CH:29]=1)[CH2:14][CH2:15][CH3:16]. The catalyst is O.C(OCC)(=O)C.